From a dataset of Forward reaction prediction with 1.9M reactions from USPTO patents (1976-2016). Predict the product of the given reaction. (1) Given the reactants [CH3:1][O:2][C:3]1[CH:4]=[C:5]2[C:10](=[CH:11][C:12]=1[O:13][CH3:14])[N:9]=[CH:8][CH:7]=[C:6]2[O:15][C:16]1[C:22]([CH3:23])=[CH:21][C:19]([NH2:20])=[C:18]([CH3:24])[CH:17]=1.ClC(Cl)(O[C:29](=[O:35])OC(Cl)(Cl)Cl)Cl.[F:37][C:38]1[CH:44]=[CH:43][C:41]([NH2:42])=[C:40]([CH3:45])[CH:39]=1.C(=O)([O-])O.[Na+], predict the reaction product. The product is: [CH3:1][O:2][C:3]1[CH:4]=[C:5]2[C:10](=[CH:11][C:12]=1[O:13][CH3:14])[N:9]=[CH:8][CH:7]=[C:6]2[O:15][C:16]1[C:22]([CH3:23])=[CH:21][C:19]([NH:20][C:29]([NH:42][C:41]2[CH:43]=[CH:44][C:38]([F:37])=[CH:39][C:40]=2[CH3:45])=[O:35])=[C:18]([CH3:24])[CH:17]=1. (2) Given the reactants [CH2:1]([O:8][C:9](=[O:19])[NH:10][CH2:11][CH:12]1[CH2:17][CH2:16][CH:15]([NH2:18])[CH2:14][CH2:13]1)[C:2]1[CH:7]=[CH:6][CH:5]=[CH:4][CH:3]=1.C([O-])([O-])=O.[K+].[K+].Br[CH2:27][CH2:28][CH2:29][CH2:30]Br, predict the reaction product. The product is: [CH2:1]([O:8][C:9](=[O:19])[NH:10][CH2:11][CH:12]1[CH2:17][CH2:16][CH:15]([N:18]2[CH2:30][CH2:29][CH2:28][CH2:27]2)[CH2:14][CH2:13]1)[C:2]1[CH:3]=[CH:4][CH:5]=[CH:6][CH:7]=1.